Dataset: Forward reaction prediction with 1.9M reactions from USPTO patents (1976-2016). Task: Predict the product of the given reaction. (1) Given the reactants [CH2:1]([CH:8]1[C:12](=[O:13])[N:11]([C:14]2[CH:19]=[CH:18][CH:17]=[CH:16][CH:15]=2)[N:10]([C:20]2[CH:25]=[CH:24][CH:23]=[CH:22][CH:21]=2)[C:9]1=[O:26])[C:2]1[CH:7]=[CH:6][CH:5]=[CH:4][CH:3]=1.[OH:27]O, predict the reaction product. The product is: [CH2:1]([C:8]1([OH:27])[C:9](=[O:26])[N:10]([C:20]2[CH:21]=[CH:22][CH:23]=[CH:24][CH:25]=2)[N:11]([C:14]2[CH:15]=[CH:16][CH:17]=[CH:18][CH:19]=2)[C:12]1=[O:13])[C:2]1[CH:3]=[CH:4][CH:5]=[CH:6][CH:7]=1. (2) The product is: [NH2:6][C:7]1[N:12]=[CH:11][N:10]=[C:9]2[N:13]([C@H:30]3[CH2:35][CH2:34][C@@H:33]([N:36]4[CH2:41][CH2:40][N:39]([CH3:42])[CH2:38][CH2:37]4)[CH2:32][CH2:31]3)[N:14]=[C:15]([C:16]3[CH:17]=[CH:18][C:19]([NH:22][C:23]4[S:24][CH:25]=[C:26]([C:28]5[CH:48]=[CH:47][CH:45]=[CH:44][CH:29]=5)[N:27]=4)=[CH:20][CH:21]=3)[C:8]=12. Given the reactants S1C=CN=C1.[NH2:6][C:7]1[N:12]=[CH:11][N:10]=[C:9]2[N:13]([C@H:30]3[CH2:35][CH2:34][C@@H:33]([N:36]4[CH2:41][CH2:40][N:39]([CH3:42])[CH2:38][CH2:37]4)[CH2:32][CH2:31]3)[N:14]=[C:15]([C:16]3[CH:21]=[CH:20][C:19]([NH:22][C:23]4[S:24][CH:25]=[C:26]([CH2:28][CH3:29])[N:27]=4)=[CH:18][CH:17]=3)[C:8]=12.Br[CH2:44][C:45]([C:47]1C=CC=C[CH:48]=1)=O, predict the reaction product. (3) Given the reactants [CH3:1][O:2][C:3]1[CH:4]=[C:5]2[C:10](=[CH:11][C:12]=1[O:13][CH3:14])[CH:9]([CH2:15][O:16][C:17]1[CH:22]=[CH:21][CH:20]=[CH:19][CH:18]=1)[NH:8][CH2:7][CH2:6]2.Br[CH:24]([C:29]1[CH:34]=[CH:33][CH:32]=[CH:31][CH:30]=1)[C:25]([O:27]C)=[O:26], predict the reaction product. The product is: [CH3:1][O:2][C:3]1[CH:4]=[C:5]2[C:10](=[CH:11][C:12]=1[O:13][CH3:14])[CH:9]([CH2:15][O:16][C:17]1[CH:22]=[CH:21][CH:20]=[CH:19][CH:18]=1)[N:8]([CH:24]([C:29]1[CH:34]=[CH:33][CH:32]=[CH:31][CH:30]=1)[C:25]([OH:27])=[O:26])[CH2:7][CH2:6]2.